This data is from In vitro SARS-CoV-2 activity screen of 1,480 approved drugs from Prestwick library. The task is: Binary Classification. Given a drug SMILES string, predict its activity (active/inactive) in a high-throughput screening assay against a specified biological target. (1) The drug is NC(=O)c1ncn([C@@H]2O[C@H](CO)[C@@H](O)[C@H]2O)n1. The result is 0 (inactive). (2) The molecule is CC(=O)O[C@H]1C[C@@H]2CC[C@@H]3[C@H](CC[C@@]4(C)[C@H]3C[C@H]([N+]3(C)CCCCC3)[C@@H]4OC(C)=O)[C@@]2(C)C[C@@H]1[N+]1(C)CCCCC1.[Br-].[Br-]. The result is 0 (inactive). (3) The molecule is CCCCCCC[N+](CC)(CC)CCCCc1ccc(Cl)cc1.Cc1ccc(S(=O)(=O)[O-])cc1. The result is 0 (inactive). (4) The drug is CC[C@@H](C(=O)[C@@H](C)[C@@H](O)[C@H](C)[C@@H]1O[C@@H]([C@@H](CC)C(=O)[O-])CC[C@@H]1C)[C@H]1O[C@]2(C=C[C@@H](O)[C@]3(CC[C@@](C)([C@H]4CC[C@](O)(CC)[C@H](C)O4)O3)O2)[C@H](C)C[C@@H]1C.[Na+]. The result is 0 (inactive). (5) The compound is Cc1c(C)c2c(c(C)c1O)CCC(C)(C(=O)O)O2. The result is 0 (inactive). (6) The compound is COc1ccc(C[C@H](C)NC[C@@H](O)c2ccc(O)c(NC=O)c2)cc1.COc1ccc(C[C@H](C)NC[C@@H](O)c2ccc(O)c(NC=O)c2)cc1.O=C(O)/C=C/C(=O)O. The result is 1 (active). (7) The drug is CC(=O)OC(C)C[N+](C)(C)C.[Cl-]. The result is 0 (inactive). (8) The compound is CCCc1c2oc(C(=O)[O-])cc(=O)c2cc2c(=O)cc(C(=O)[O-])n(CC)c12.[Na+].[Na+]. The result is 0 (inactive). (9) The drug is COc1cc(Br)c(C[N+]2(CCOCCC3CCC4CC3C4(C)C)CCOCC2)cc1OC.[Br-]. The result is 0 (inactive). (10) The compound is C[n+]1ccccc1/C=N/O.[Cl-]. The result is 0 (inactive).